From a dataset of Full USPTO retrosynthesis dataset with 1.9M reactions from patents (1976-2016). Predict the reactants needed to synthesize the given product. (1) Given the product [CH3:15][C:10]1[C:9]([C:6]2[C:7]([CH3:8])=[C:2]([N:35]3[CH2:36][C:32]4[CH:31]=[N:30][CH:29]=[N:28][C:33]=4[CH2:34]3)[N:3]=[C:4]([C:16]3[CH:17]=[C:18]([OH:26])[CH:19]=[CH:20][C:21]=3[C:22]([F:23])([F:25])[F:24])[N:5]=2)=[C:13]([CH3:14])[O:12][N:11]=1, predict the reactants needed to synthesize it. The reactants are: Cl[C:2]1[C:7]([CH3:8])=[C:6]([C:9]2[C:10]([CH3:15])=[N:11][O:12][C:13]=2[CH3:14])[N:5]=[C:4]([C:16]2[CH:17]=[C:18]([OH:26])[CH:19]=[CH:20][C:21]=2[C:22]([F:25])([F:24])[F:23])[N:3]=1.Cl.[N:28]1[C:33]2[CH2:34][NH:35][CH2:36][C:32]=2[CH:31]=[N:30][CH:29]=1.CCN(CC)CC. (2) Given the product [F:1][C:2]1[C:11]2[O:10][CH2:9][CH:8]([CH2:12][N:29]([CH3:28])[CH2:30][CH3:31])[O:7][C:6]=2[CH:5]=[C:4]([S:24]([CH3:27])(=[O:25])=[O:26])[CH:3]=1, predict the reactants needed to synthesize it. The reactants are: [F:1][C:2]1[C:11]2[O:10][CH2:9][CH:8]([CH2:12]OS(C3C=CC(C)=CC=3)(=O)=O)[O:7][C:6]=2[CH:5]=[C:4]([S:24]([CH3:27])(=[O:26])=[O:25])[CH:3]=1.[CH3:28][NH:29][CH2:30][CH3:31]. (3) Given the product [F:15][C:11]1[CH:12]=[CH:13][CH:14]=[C:9]([F:8])[C:10]=1[N:16]1[C:21]2[N:22]=[C:23]([NH:34][CH2:35][C:36]([N:2]([CH3:3])[CH3:1])=[O:38])[N:24]=[C:25]([C:26]3[CH:31]=[CH:30][C:29]([F:32])=[CH:28][C:27]=3[CH3:33])[C:20]=2[CH:19]=[CH:18][C:17]1=[O:40], predict the reactants needed to synthesize it. The reactants are: [CH3:1][NH:2][CH3:3].C[Al](C)C.[F:8][C:9]1[CH:14]=[CH:13][CH:12]=[C:11]([F:15])[C:10]=1[N:16]1[C:21]2[N:22]=[C:23]([NH:34][CH2:35][C:36]([O:38]C)=O)[N:24]=[C:25]([C:26]3[CH:31]=[CH:30][C:29]([F:32])=[CH:28][C:27]=3[CH3:33])[C:20]=2[CH:19]=[CH:18][C:17]1=[O:40]. (4) The reactants are: [CH3:1][O:2][C:3]([C:5]1[C:6]([CH3:29])=[CH:7][C:8]([CH3:28])=[C:9]([C:11]2[NH:27][C:14]3[CH2:15][CH2:16][N:17](C(OC(C)(C)C)=O)[CH2:18][CH2:19][C:13]=3[N:12]=2)[CH:10]=1)=[O:4].FC(F)(F)C(O)=O.C([O-])(O)=O.[Na+]. Given the product [NH:12]1[C:13]2[CH2:19][CH2:18][NH:17][CH2:16][CH2:15][C:14]=2[N:27]=[C:11]1[C:9]1[C:8]([CH3:28])=[CH:7][C:6]([CH3:29])=[C:5]([CH:10]=1)[C:3]([O:2][CH3:1])=[O:4], predict the reactants needed to synthesize it. (5) The reactants are: C(N(CC)CC)C.[OH:8]/[N:9]=[C:10](/[C:12]1[CH:20]=[CH:19][C:15]2[O:16][CH2:17][O:18][C:14]=2[CH:13]=1)\[NH2:11].[F:21][C:22]([F:33])([F:32])[C:23]1[CH:31]=[CH:30][CH:29]=[CH:28][C:24]=1[C:25](Cl)=[O:26]. Given the product [F:21][C:22]([F:32])([F:33])[C:23]1[CH:31]=[CH:30][CH:29]=[CH:28][C:24]=1[C:25]([O:8]/[N:9]=[C:10](/[C:12]1[CH:20]=[CH:19][C:15]2[O:16][CH2:17][O:18][C:14]=2[CH:13]=1)\[NH2:11])=[O:26], predict the reactants needed to synthesize it. (6) Given the product [CH:26]1([NH:29][C:2]2[N:11]=[C:10]([C:12]3[CH:17]=[CH:16][CH:15]=[C:14]([N+:18]([O-:20])=[O:19])[CH:13]=3)[C:9]3[C:4](=[CH:5][C:6]([O:23][CH3:24])=[C:7]([O:21][CH3:22])[CH:8]=3)[N:3]=2)[CH2:28][CH2:27]1, predict the reactants needed to synthesize it. The reactants are: Cl[C:2]1[N:11]=[C:10]([C:12]2[CH:17]=[CH:16][CH:15]=[C:14]([N+:18]([O-:20])=[O:19])[CH:13]=2)[C:9]2[C:4](=[CH:5][C:6]([O:23][CH3:24])=[C:7]([O:21][CH3:22])[CH:8]=2)[N:3]=1.Cl.[CH:26]1([NH2:29])[CH2:28][CH2:27]1. (7) The reactants are: [NH2:1][C:2]1[N:6]([CH3:7])[C:5](=[O:8])[C:4]([C:19]2[CH:24]=[CH:23][CH:22]=[C:21]([O:25][CH2:26][CH2:27][CH:28]=[C:29]([F:31])[F:30])[CH:20]=2)([C:9]2[CH:14]=[CH:13][C:12]([O:15][CH:16]([F:18])[F:17])=[CH:11][CH:10]=2)[N:3]=1. Given the product [NH2:1][C:2]1[N:6]([CH3:7])[C:5](=[O:8])[C@@:4]([C:19]2[CH:24]=[CH:23][CH:22]=[C:21]([O:25][CH2:26][CH2:27][CH:28]=[C:29]([F:31])[F:30])[CH:20]=2)([C:9]2[CH:14]=[CH:13][C:12]([O:15][CH:16]([F:17])[F:18])=[CH:11][CH:10]=2)[N:3]=1, predict the reactants needed to synthesize it. (8) Given the product [I-:2].[I-:2].[I-:2].[CH2:6]([C:8]1[C:21]2[C:12](=[S+:13][C:14]3[C:19]([N:20]=2)=[C:18]([CH3:22])[CH:17]=[CH:16][CH:15]=3)[CH:11]=[C:10]([N:37]2[CH2:36][CH2:31][CH2:29][CH2:38]2)[CH:9]=1)[CH3:7].[CH2:40]([C:42]1[C:55]2[C:46](=[S+:47][C:48]3[C:53]([N:54]=2)=[C:52]([CH3:56])[CH:51]=[CH:50][CH:49]=3)[CH:45]=[C:44]([N:71]2[CH2:70][CH2:65][CH2:63][CH2:72]2)[CH:43]=1)[CH3:41].[CH2:23]([C:25]1[C:38]2[C:29](=[S+:30][C:31]3[C:36]([N:37]=2)=[C:35]([CH3:39])[CH:34]=[CH:33][CH:32]=3)[CH:28]=[C:27]([N:20]2[CH2:19][CH2:14][CH2:12][CH2:21]2)[CH:26]=1)[CH3:24], predict the reactants needed to synthesize it. The reactants are: O.[I-:2].[I-].[I-].[I-].[CH2:6]([C:8]1[CH:9]=[CH:10][CH:11]=[C:12]2[C:21]=1[N:20]=[C:19]1[C:14]([CH:15]=[CH:16][CH:17]=[C:18]1[CH3:22])=[S+:13]2)[CH3:7].[CH2:23]([C:25]1[CH:26]=[CH:27][CH:28]=[C:29]2[C:38]=1[N:37]=[C:36]1[C:31]([CH:32]=[CH:33][CH:34]=[C:35]1[CH3:39])=[S+:30]2)[CH3:24].[CH2:40]([C:42]1[CH:43]=[CH:44][CH:45]=[C:46]2[C:55]=1[N:54]=[C:53]1[C:48]([CH:49]=[CH:50][CH:51]=[C:52]1[CH3:56])=[S+:47]2)[CH3:41].C(C1C=CC=[C:63]2[C:72]=1[N:71]=[C:70]1[C:65](C=CC=C1C)=[S+]2)C.C(Cl)(Cl)Cl. (9) Given the product [NH2:36][C@@H:35]([CH2:34][C:33]1[CH:40]=[CH:41][C:30]([C:2]2[CH:7]=[C:6]([O:8][CH:9]([C:14]3[CH:19]=[CH:18][C:17]([C:20]4[CH:21]=[CH:22][N:23]=[CH:24][N:44]=4)=[CH:16][CH:15]=3)[C:10]([F:12])([F:13])[F:11])[N:5]=[C:4]([NH2:26])[N:3]=2)=[CH:31][CH:32]=1)[C:37]([OH:39])=[O:38], predict the reactants needed to synthesize it. The reactants are: Cl[C:2]1[CH:7]=[C:6]([O:8][CH:9]([C:14]2[CH:19]=[CH:18][C:17]([C:20]3C=[CH:24][N:23]=[CH:22][CH:21]=3)=[CH:16][CH:15]=2)[C:10]([F:13])([F:12])[F:11])[N:5]=[C:4]([NH2:26])[N:3]=1.B([C:30]1[CH:41]=[CH:40][C:33]([CH2:34][C@@H:35]([C:37]([OH:39])=[O:38])[NH2:36])=[CH:32][CH:31]=1)(O)O.C(#[N:44])C.C(=O)([O-])[O-].[Na+].[Na+].